This data is from Catalyst prediction with 721,799 reactions and 888 catalyst types from USPTO. The task is: Predict which catalyst facilitates the given reaction. (1) Reactant: [CH2:1]([O:3][C@H:4]1[CH2:9][CH2:8][C@H:7]([N:10]2[CH2:15][CH2:14][CH:13]([NH2:16])[CH2:12][CH2:11]2)[CH2:6][CH2:5]1)[CH3:2].C(N(C(C)C)CC)(C)C.F[C:27]1[CH:28]=[C:29]([CH3:36])[CH:30]=[CH:31][C:32]=1[N+:33]([O-:35])=[O:34]. Product: [CH2:1]([O:3][C@H:4]1[CH2:5][CH2:6][C@H:7]([N:10]2[CH2:11][CH2:12][CH:13]([NH:16][C:27]3[CH:28]=[C:29]([CH3:36])[CH:30]=[CH:31][C:32]=3[N+:33]([O-:35])=[O:34])[CH2:14][CH2:15]2)[CH2:8][CH2:9]1)[CH3:2]. The catalyst class is: 9. (2) The catalyst class is: 62. Reactant: [OH:1][C@H:2]([C:11]1[CH:20]=[CH:19][C:14]2[C:15](=[O:18])[O:16][CH2:17][C:13]=2[C:12]=1[CH3:21])[CH2:3][N:4]1[CH2:9][CH2:8][NH:7][C:6](=[O:10])[CH2:5]1.Cl[C:23]1[S:24][C:25]2[CH:31]=[C:30]([C:32]#[N:33])[CH:29]=[CH:28][C:26]=2[N:27]=1.CC1(C)C2C(=C(P(C3C=CC=CC=3)C3C=CC=CC=3)C=CC=2)OC2C(P(C3C=CC=CC=3)C3C=CC=CC=3)=CC=CC1=2.C([O-])([O-])=O.[Cs+].[Cs+]. Product: [OH:1][C@H:2]([C:11]1[CH:20]=[CH:19][C:14]2[C:15](=[O:18])[O:16][CH2:17][C:13]=2[C:12]=1[CH3:21])[CH2:3][N:4]1[CH2:9][CH2:8][N:7]([C:23]2[S:24][C:25]3[CH:31]=[C:30]([C:32]#[N:33])[CH:29]=[CH:28][C:26]=3[N:27]=2)[C:6](=[O:10])[CH2:5]1. (3) Reactant: C(N(CC)CC)C.Cl.[F:9][C:10]1[CH:15]=[C:14]([F:16])[CH:13]=[CH:12][C:11]=1[NH:17][NH2:18].[C:19](O[C:19]([O:21][C:22]([CH3:25])([CH3:24])[CH3:23])=[O:20])([O:21][C:22]([CH3:25])([CH3:24])[CH3:23])=[O:20]. Product: [C:22]([O:21][C:19]([NH:18][NH:17][C:11]1[CH:12]=[CH:13][C:14]([F:16])=[CH:15][C:10]=1[F:9])=[O:20])([CH3:25])([CH3:24])[CH3:23]. The catalyst class is: 5. (4) Reactant: [C:1]1([NH:7][C:8]2[C:17]3[CH:18]=[CH:19][S:20][C:16]=3[C:15]3[CH:14]=[CH:13][C:12]([C:21]#[N:22])=[CH:11][C:10]=3[N:9]=2)[CH:6]=[CH:5][CH:4]=[CH:3][CH:2]=1.Cl.[NH2:24]O.[C:26]([O-:29])([O-])=[O:27].[K+].[K+]. Product: [C:1]1([NH:7][C:8]2[C:17]3[CH:18]=[CH:19][S:20][C:16]=3[C:15]3[CH:14]=[CH:13][C:12]([C:21]4[NH:24][C:26](=[O:27])[O:29][N:22]=4)=[CH:11][C:10]=3[N:9]=2)[CH:2]=[CH:3][CH:4]=[CH:5][CH:6]=1. The catalyst class is: 14.